The task is: Regression. Given a peptide amino acid sequence and an MHC pseudo amino acid sequence, predict their binding affinity value. This is MHC class II binding data.. This data is from Peptide-MHC class II binding affinity with 134,281 pairs from IEDB. (1) The binding affinity (normalized) is 0.180. The MHC is DRB1_0101 with pseudo-sequence DRB1_0101. The peptide sequence is KTKEGVLYVGSKTKE. (2) The peptide sequence is LHKLQTYPRTNTGSG. The MHC is DRB1_0401 with pseudo-sequence DRB1_0401. The binding affinity (normalized) is 0.110. (3) The MHC is DRB1_1101 with pseudo-sequence DRB1_1101. The binding affinity (normalized) is 0.0778. The peptide sequence is AIGIITLYLGAVVQA. (4) The binding affinity (normalized) is 0.738. The MHC is DRB1_0701 with pseudo-sequence DRB1_0701. The peptide sequence is YDKFLANVSTVLKGK. (5) The binding affinity (normalized) is 0.0388. The MHC is HLA-DQA10201-DQB10202 with pseudo-sequence HLA-DQA10201-DQB10202. The peptide sequence is KFPELGMNPSHCNEM. (6) The peptide sequence is YNAVLTHVKINDKCP. The MHC is H-2-IAd with pseudo-sequence H-2-IAd. The binding affinity (normalized) is 0.135. (7) The peptide sequence is VLTYNGKRLEPNWAS. The MHC is DRB5_0101 with pseudo-sequence DRB5_0101. The binding affinity (normalized) is 0.239. (8) The peptide sequence is KSKYKLATSVLAGLL. The MHC is DRB1_1201 with pseudo-sequence DRB1_1201. The binding affinity (normalized) is 0. (9) The peptide sequence is VRVPVPQLQPQNPSQ. The MHC is HLA-DQA10501-DQB10201 with pseudo-sequence HLA-DQA10501-DQB10201. The binding affinity (normalized) is 0.0453. (10) The peptide sequence is IDLSIQNYHTFLIYI. The MHC is DRB1_0401 with pseudo-sequence DRB1_0401. The binding affinity (normalized) is 0.106.